Predict which catalyst facilitates the given reaction. From a dataset of Catalyst prediction with 721,799 reactions and 888 catalyst types from USPTO. Reactant: [OH:1]/[N:2]=[C:3](\Cl)/[C:4]1[CH:9]=[CH:8][CH:7]=[CH:6][CH:5]=1.[C:11]([O:19][CH3:20])(=[O:18])[C:12]#[C:13][C:14]([O:16][CH3:17])=[O:15].CCN(CC)CC. Product: [C:4]1([C:3]2[C:13]([C:14]([O:16][CH3:17])=[O:15])=[C:12]([C:11]([O:19][CH3:20])=[O:18])[O:1][N:2]=2)[CH:9]=[CH:8][CH:7]=[CH:6][CH:5]=1. The catalyst class is: 28.